From a dataset of Forward reaction prediction with 1.9M reactions from USPTO patents (1976-2016). Predict the product of the given reaction. (1) Given the reactants [N:1]1[C:10]2[C:5](=[CH:6][CH:7]=[CH:8][CH:9]=2)[CH:4]=[N:3][CH:2]=1.N1CCNCC1.C(N)C1C=CC2OCOC=2C=1.[CH:28]1[CH:29]=[N:30][C:31]([NH:34][S:35]([C:38]2[CH:39]=[CH:40][C:41]([NH2:44])=[CH:42][CH:43]=2)(=[O:37])=[O:36])=[N:32][CH:33]=1.[C:45](Cl)([Cl:47])=[S:46], predict the reaction product. The product is: [N:1]1[C:10]2[C:5](=[CH:6][CH:7]=[CH:8][CH:9]=2)[CH:4]=[N:3][CH:2]=1.[Cl-:47].[N:30]1[CH:29]=[CH:28][CH:33]=[N:32][C:31]=1[NH:34][S:35]([C:38]1[CH:43]=[CH:42][C:41]([NH:44][CH:45]=[S:46])=[CH:40][CH:39]=1)(=[O:37])=[O:36]. (2) The product is: [C:37]1([C:38]2[CH:39]=[CH:44][CH:45]=[CH:46][CH:47]=2)[CH:28]=[CH:29][CH:30]=[CH:31][C:36]=1[NH:1][C:2]1[N:3]([CH3:8])[N:4]=[CH:5][C:6]=1[Br:7]. Given the reactants [NH2:1][C:2]1[N:3]([CH3:8])[N:4]=[CH:5][C:6]=1[Br:7].CC(C)([O-])C.[Na+].C1C=CC(P([C:28]2[C:37]([C:38]3[C:47](P(C4C=CC=CC=4)C4C=CC=CC=4)=[CH:46][CH:45]=[C:44]4[C:39]=3C=CC=C4)=[C:36]3[C:31](C=CC=C3)=[CH:30][CH:29]=2)C2C=CC=CC=2)=CC=1.C1(C)C=CC=CC=1, predict the reaction product.